Dataset: Peptide-MHC class I binding affinity with 185,985 pairs from IEDB/IMGT. Task: Regression. Given a peptide amino acid sequence and an MHC pseudo amino acid sequence, predict their binding affinity value. This is MHC class I binding data. The peptide sequence is VTSLIANIDW. The MHC is Mamu-B17 with pseudo-sequence Mamu-B17. The binding affinity (normalized) is 0.